From a dataset of Forward reaction prediction with 1.9M reactions from USPTO patents (1976-2016). Predict the product of the given reaction. (1) Given the reactants [F:1][C:2]1[CH:7]=[CH:6][C:5]([C:8]2[C:9]([N:22]3[CH2:27][CH2:26][CH:25]([C:28]4[CH:33]=[CH:32][C:31]([C:34]([F:37])([F:36])[F:35])=[CH:30][CH:29]=4)[CH2:24][CH2:23]3)=[N:10][C:11]3[C:16]([N:17]=2)=[CH:15][C:14]([C:18]([O:20]C)=[O:19])=[CH:13][CH:12]=3)=[CH:4][CH:3]=1.[OH-].[Na+], predict the reaction product. The product is: [F:1][C:2]1[CH:7]=[CH:6][C:5]([C:8]2[C:9]([N:22]3[CH2:23][CH2:24][CH:25]([C:28]4[CH:29]=[CH:30][C:31]([C:34]([F:35])([F:36])[F:37])=[CH:32][CH:33]=4)[CH2:26][CH2:27]3)=[N:10][C:11]3[C:16]([N:17]=2)=[CH:15][C:14]([C:18]([OH:20])=[O:19])=[CH:13][CH:12]=3)=[CH:4][CH:3]=1. (2) Given the reactants O[CH2:2][CH2:3][O:4][C:5]1[CH:6]=[CH:7][C:8]([C:22]2[NH:31][C:30](=[O:32])[C:29]3[C:24](=[CH:25][C:26]([O:35][CH3:36])=[CH:27][C:28]=3[O:33][CH3:34])[N:23]=2)=[N:9][C:10]=1[C:11]1[CH:16]=[CH:15][C:14]([S:17]([CH3:20])(=[O:19])=[O:18])=[CH:13][C:12]=1[CH3:21].P(Br)(Br)[Br:38], predict the reaction product. The product is: [Br:38][CH2:2][CH2:3][O:4][C:5]1[CH:6]=[CH:7][C:8]([C:22]2[NH:31][C:30](=[O:32])[C:29]3[C:24](=[CH:25][C:26]([O:35][CH3:36])=[CH:27][C:28]=3[O:33][CH3:34])[N:23]=2)=[N:9][C:10]=1[C:11]1[CH:16]=[CH:15][C:14]([S:17]([CH3:20])(=[O:19])=[O:18])=[CH:13][C:12]=1[CH3:21]. (3) The product is: [Cl:19][C:5]1[C:6]([NH:8][C@@H:9]([C:11]2[CH:16]=[CH:15][CH:14]=[C:13]([O:17][CH3:18])[CH:12]=2)[CH3:10])=[N:7][C:2]([NH:20][C:21]2[CH:22]=[C:23]([CH2:24][OH:25])[CH:26]=[CH:27][CH:28]=2)=[N:3][CH:4]=1. Given the reactants Cl[C:2]1[N:7]=[C:6]([NH:8][C@@H:9]([C:11]2[CH:16]=[CH:15][CH:14]=[C:13]([O:17][CH3:18])[CH:12]=2)[CH3:10])[C:5]([Cl:19])=[CH:4][N:3]=1.[NH2:20][C:21]1[CH:22]=[C:23]([CH:26]=[CH:27][CH:28]=1)[CH2:24][OH:25].O.C1(C)C=CC(S(O)(=O)=O)=CC=1.C([O-])(O)=O.[Na+], predict the reaction product. (4) Given the reactants C([Li])CCC.Br[C:7]1[CH:8]=[C:9]2[C:14](=[CH:15][CH:16]=1)[N:13]=[C:12]([O:17][CH3:18])[C:11]([CH2:19][N:20]1[CH2:25][CH2:24][CH:23]([C:26]([F:29])([F:28])[F:27])[CH2:22][CH2:21]1)=[C:10]2[Cl:30].[CH3:31][N:32]1[C:36]([C:37]([CH:39]2[CH2:42][N:41]([C:43]([O:45][C:46]([CH3:49])([CH3:48])[CH3:47])=[O:44])[CH2:40]2)=[O:38])=[CH:35][N:34]=[N:33]1, predict the reaction product. The product is: [C:46]([O:45][C:43]([N:41]1[CH2:42][CH:39]([C:37]([C:7]2[CH:8]=[C:9]3[C:14](=[CH:15][CH:16]=2)[N:13]=[C:12]([O:17][CH3:18])[C:11]([CH2:19][N:20]2[CH2:25][CH2:24][CH:23]([C:26]([F:28])([F:27])[F:29])[CH2:22][CH2:21]2)=[C:10]3[Cl:30])([OH:38])[C:36]2[N:32]([CH3:31])[N:33]=[N:34][CH:35]=2)[CH2:40]1)=[O:44])([CH3:49])([CH3:48])[CH3:47]. (5) The product is: [C:42]([NH:46][C:17]1[N:16]2[N:15]=[C:14]([C:24]3[CH:29]=[CH:28][C:27]([F:30])=[CH:26][CH:25]=3)[C:13]([C:11]3[CH:10]=[CH:9][N:8]=[C:7]([NH:6][CH:1]4[CH2:2][CH2:3][CH2:4][CH2:5]4)[N:12]=3)=[C:21]2[CH:20]=[CH:19][N:18]=1)([CH3:45])([CH3:44])[CH3:43]. Given the reactants [CH:1]1([NH:6][C:7]2[N:12]=[C:11]([C:13]3[C:14]([C:24]4[CH:29]=[CH:28][C:27]([F:30])=[CH:26][CH:25]=4)=[N:15][N:16]4[C:21]=3[CH:20]=[CH:19][N:18]=[C:17]4SC)[CH:10]=[CH:9][N:8]=2)[CH2:5][CH2:4][CH2:3][CH2:2]1.ClC1C=C(C=CC=1)C(OO)=O.[C:42]([NH2:46])([CH3:45])([CH3:44])[CH3:43], predict the reaction product. (6) The product is: [C:2]([C:7]1[O:11][C:10]([CH2:12][N:13]2[CH:17]=[C:16]([NH:18][C:29](=[O:30])/[CH:28]=[CH:27]/[C:22]3[CH:23]=[CH:24][CH:25]=[CH:26][C:21]=3[O:20][CH3:19])[CH:15]=[N:14]2)=[CH:9][CH:8]=1)(=[O:6])[CH3:1]. Given the reactants [CH3:1][C:2]1([C:7]2[O:11][C:10]([CH2:12][N:13]3[CH:17]=[C:16]([NH2:18])[CH:15]=[N:14]3)=[CH:9][CH:8]=2)[O:6]CCO1.[CH3:19][O:20][C:21]1[CH:26]=[CH:25][CH:24]=[CH:23][C:22]=1/[CH:27]=[CH:28]/[C:29](O)=[O:30], predict the reaction product.